From a dataset of Catalyst prediction with 721,799 reactions and 888 catalyst types from USPTO. Predict which catalyst facilitates the given reaction. (1) Reactant: [OH:1][C@:2]1([CH3:29])[C@@H:7]([CH3:8])[CH2:6][N:5]([C:9]2[C:14]([N+:15]([O-])=O)=[CH:13][N:12]=[C:11]3[O:18][CH2:19][CH2:20][C:10]=23)[CH2:4][C@H:3]1[NH:21][C:22](=[O:28])[O:23][C:24]([CH3:27])([CH3:26])[CH3:25]. Product: [NH2:15][C:14]1[C:9]([N:5]2[CH2:6][C@H:7]([CH3:8])[C@:2]([OH:1])([CH3:29])[C@H:3]([NH:21][C:22](=[O:28])[O:23][C:24]([CH3:27])([CH3:26])[CH3:25])[CH2:4]2)=[C:10]2[CH2:20][CH2:19][O:18][C:11]2=[N:12][CH:13]=1. The catalyst class is: 19. (2) Reactant: [Cl:1][C:2]1[C:7]([F:8])=[C:6](I)[CH:5]=[CH:4][N:3]=1.[Cl:10][C:11]1[CH:19]=[CH:18][CH:17]=[C:16]([N+:20]([O-:22])=[O:21])[C:12]=1[C:13]([NH2:15])=[O:14].C(N)CN.[O-]P([O-])([O-])=O.[K+].[K+].[K+]. Product: [Cl:10][C:11]1[CH:19]=[CH:18][CH:17]=[C:16]([N+:20]([O-:22])=[O:21])[C:12]=1[C:13]([NH:15][C:6]1[CH:5]=[CH:4][N:3]=[C:2]([Cl:1])[C:7]=1[F:8])=[O:14]. The catalyst class is: 185. (3) Reactant: [NH2:1][C:2]1[N:7]=[C:6]([CH3:8])[CH:5]=[CH:4][N:3]=1.[H-].[Na+].[Br:11][C:12]1[CH:17]=[CH:16][CH:15]=[C:14](Br)[N:13]=1.O. The catalyst class is: 1. Product: [Br:11][C:12]1[N:13]=[C:14]([NH:1][C:2]2[N:7]=[C:6]([CH3:8])[CH:5]=[CH:4][N:3]=2)[CH:15]=[CH:16][CH:17]=1.